Predict the reactants needed to synthesize the given product. From a dataset of Full USPTO retrosynthesis dataset with 1.9M reactions from patents (1976-2016). (1) Given the product [Cl:18][CH2:17][CH2:16][CH2:15][S:13][C:3]1[N:2]([CH3:1])[C:6]([CH:7]2[CH2:12][CH2:11][O:10][CH2:9][CH2:8]2)=[N:5][N:4]=1, predict the reactants needed to synthesize it. The reactants are: [CH3:1][N:2]1[C:6]([CH:7]2[CH2:12][CH2:11][O:10][CH2:9][CH2:8]2)=[N:5][NH:4][C:3]1=[S:13].Br[CH2:15][CH2:16][CH2:17][Cl:18].C(O)(=O)C. (2) Given the product [CH2:18]([O:19][C:20](=[O:21])[CH2:22][NH:10][C:8]1[CH:7]=[CH:6][C:5]2[O:1][CH2:2][O:3][C:4]=2[CH:9]=1)[CH3:17], predict the reactants needed to synthesize it. The reactants are: [O:1]1[C:5]2[CH:6]=[CH:7][C:8]([NH2:10])=[CH:9][C:4]=2[O:3][CH2:2]1.C(=O)([O-])[O-].[K+].[K+].[CH3:17][CH2:18][O:19][C:20]([CH2:22]Br)=[O:21]. (3) Given the product [CH2:1]([O:3][C:4]([C@H:5]1[C@H:6]([C:7]2[CH:12]=[CH:11][N:10]3[CH:13]=[C:14]([C:16]([F:18])([F:19])[F:17])[N:15]=[C:9]3[CH:8]=2)[C@H:32]1[C:31]1[CH:38]=[CH:39][CH:40]=[CH:41][CH:30]=1)=[O:20])[CH3:2], predict the reactants needed to synthesize it. The reactants are: [CH2:1]([O:3][C:4](=[O:20])/[CH:5]=[CH:6]/[C:7]1[CH:12]=[CH:11][N:10]2[CH:13]=[C:14]([C:16]([F:19])([F:18])[F:17])[N:15]=[C:9]2[CH:8]=1)[CH3:2].[O-]S(C(F)(F)F)(=O)=O.F[C:30]1[CH:41]=[CH:40][CH:39]=[CH:38][C:31]=1[CH2:32][S+]1CCCC1. (4) Given the product [Br:1][C:2]1[CH:7]=[CH:6][C:5]([CH:8]([CH:20]2[CH2:24][CH2:23][CH2:22][CH2:21]2)[CH2:9][C:10]([C:12]2[CH:17]=[CH:16][C:15](=[O:18])[NH:14][CH:13]=2)=[O:11])=[C:4]([F:25])[CH:3]=1, predict the reactants needed to synthesize it. The reactants are: [Br:1][C:2]1[CH:7]=[CH:6][C:5]([CH:8]([CH:20]2[CH2:24][CH2:23][CH2:22][CH2:21]2)[CH2:9][C:10]([C:12]2[CH:13]=[N:14][C:15]([O:18]C)=[CH:16][CH:17]=2)=[O:11])=[C:4]([F:25])[CH:3]=1.Cl.